Dataset: Peptide-MHC class I binding affinity with 185,985 pairs from IEDB/IMGT. Task: Regression. Given a peptide amino acid sequence and an MHC pseudo amino acid sequence, predict their binding affinity value. This is MHC class I binding data. The peptide sequence is ADILLHSTY. The MHC is Mamu-A11 with pseudo-sequence Mamu-A11. The binding affinity (normalized) is 0.0886.